From a dataset of TCR-epitope binding with 47,182 pairs between 192 epitopes and 23,139 TCRs. Binary Classification. Given a T-cell receptor sequence (or CDR3 region) and an epitope sequence, predict whether binding occurs between them. (1) The epitope is SFHSLHLLF. The TCR CDR3 sequence is CASSQDRGQVYGYTF. Result: 1 (the TCR binds to the epitope). (2) The epitope is FADDLNQLTGY. The TCR CDR3 sequence is CASSQGASGSWSRDTQYF. Result: 1 (the TCR binds to the epitope).